Predict the reaction yield, written as a fraction of the theoretical maximum amount of product (1.0 means a 100% yield; for example, 0.34 means a 34% yield). From a dataset of Reaction yield outcomes from USPTO patents with 853,638 reactions. (1) The reactants are [NH2:1][C:2]1[C:10]2[C:9]([C:11]3[CH:16]=[C:15]([O:17][CH3:18])[CH:14]=[CH:13][N:12]=3)=[N:8][C:7](S(C)=O)=[N:6][C:5]=2[S:4][C:3]=1[C:22]([NH2:24])=[O:23].[NH2:25][C:26]([CH3:30])([CH3:29])[CH2:27][OH:28]. The catalyst is CN(C=O)C. The product is [NH2:1][C:2]1[C:10]2[C:9]([C:11]3[CH:16]=[C:15]([O:17][CH3:18])[CH:14]=[CH:13][N:12]=3)=[N:8][C:7]([NH:25][C:26]([CH3:30])([CH3:29])[CH2:27][OH:28])=[N:6][C:5]=2[S:4][C:3]=1[C:22]([NH2:24])=[O:23]. The yield is 0.130. (2) The reactants are [Cl:1]N1C(=O)CCC1=O.[F:9][C:10]1[CH:11]=[C:12]([N:16]2[C:24]3[C:19](=[CH:20][CH:21]=[CH:22][CH:23]=3)[CH:18]=[C:17]2[CH:25]([NH:27][C:28](=[O:34])[O:29][C:30]([CH3:33])([CH3:32])[CH3:31])[CH3:26])[CH:13]=[CH:14][CH:15]=1. The catalyst is CN(C=O)C.O. The product is [Cl:1][C:18]1[C:19]2[C:24](=[CH:23][CH:22]=[CH:21][CH:20]=2)[N:16]([C:12]2[CH:13]=[CH:14][CH:15]=[C:10]([F:9])[CH:11]=2)[C:17]=1[CH:25]([NH:27][C:28](=[O:34])[O:29][C:30]([CH3:33])([CH3:32])[CH3:31])[CH3:26]. The yield is 0.940. (3) The reactants are [C:1]([P:5]([CH2:10][C:11]1[N:16]=[C:15]([C:17]2[CH:22]=[CH:21][CH:20]=[CH:19][N:18]=2)[CH:14]=[CH:13][CH:12]=1)[C:6](C)([CH3:8])[CH3:7])(C)([CH3:3])[CH3:2].[BH4-].[Na+]. The catalyst is CC(O)C. The product is [CH:1]([P:5]([CH2:10][C:11]1[N:16]=[C:15]([C:17]2[CH:22]=[CH:21][CH:20]=[CH:19][N:18]=2)[CH:14]=[CH:13][CH:12]=1)[CH:6]([CH3:8])[CH3:7])([CH3:2])[CH3:3]. The yield is 0.850.